Task: Predict the product of the given reaction.. Dataset: Forward reaction prediction with 1.9M reactions from USPTO patents (1976-2016) (1) Given the reactants Cl.Cl.[NH2:3][CH2:4][C@@H:5]([C:7]1[CH:8]=[N:9][CH:10]=[CH:11][CH:12]=1)[OH:6].[H-].[Na+].[O:15]1[C:19]2[CH:20]=[CH:21][CH:22]=[CH:23][C:18]=2[CH:17]=[C:16]1[C:24]1[N:28]2[N:29]=[C:30](Cl)[CH:31]=[CH:32][C:27]2=[N:26][CH:25]=1, predict the reaction product. The product is: [O:15]1[C:19]2[CH:20]=[CH:21][CH:22]=[CH:23][C:18]=2[CH:17]=[C:16]1[C:24]1[N:28]2[N:29]=[C:30]([O:6][C@H:5]([C:7]3[CH:8]=[N:9][CH:10]=[CH:11][CH:12]=3)[CH2:4][NH2:3])[CH:31]=[CH:32][C:27]2=[N:26][CH:25]=1. (2) Given the reactants Br[C:2]1[C:3]([F:10])=[CH:4][C:5]([CH3:9])=[C:6]([CH:8]=1)[NH2:7].[Cu][C:12]#[N:13].O.[OH-].[NH4+], predict the reaction product. The product is: [NH2:7][C:6]1[C:5]([CH3:9])=[CH:4][C:3]([F:10])=[C:2]([CH:8]=1)[C:12]#[N:13]. (3) Given the reactants [Cl:1][C:2]1[N:7]=[C:6]([C:8](OC)=[O:9])[CH:5]=[C:4]([Cl:12])[N:3]=1.[F:13][C:14]1[CH:19]=[CH:18][C:17]([Mg]Br)=[CH:16][CH:15]=1.O, predict the reaction product. The product is: [Cl:1][C:2]1[N:7]=[C:6]([C:8]([C:17]2[CH:18]=[CH:19][C:14]([F:13])=[CH:15][CH:16]=2)=[O:9])[CH:5]=[C:4]([Cl:12])[N:3]=1. (4) Given the reactants [Cl:1][C:2]1[S:6][C:5]([C:7]([NH:9][C:10]2[CH:15]=[CH:14][N:13]=[CH:12][C:11]=2[C:16]([OH:18])=O)=[O:8])=[CH:4][CH:3]=1.[Si:19]([O:26][CH2:27][CH2:28][NH:29][C:30]1[CH:35]=[CH:34][C:33]([NH2:36])=[CH:32][CH:31]=1)([C:22]([CH3:25])([CH3:24])[CH3:23])([CH3:21])[CH3:20].CN(C(ON1N=NC2C=CC=CC1=2)=[N+](C)C)C.[B-](F)(F)(F)F.C(N(CC)C(C)C)(C)C, predict the reaction product. The product is: [Si:19]([O:26][CH2:27][CH2:28][NH:29][C:30]1[CH:31]=[CH:32][C:33]([NH:36][C:16](=[O:18])[C:11]2[C:10]([NH:9][C:7]([C:5]3[S:6][C:2]([Cl:1])=[CH:3][CH:4]=3)=[O:8])=[CH:15][CH:14]=[N:13][CH:12]=2)=[CH:34][CH:35]=1)([C:22]([CH3:25])([CH3:24])[CH3:23])([CH3:21])[CH3:20]. (5) The product is: [C:1]1([S:7]([NH:11][C:12]2[CH:20]=[CH:19][C:18]3[N:17]4[CH2:21][CH2:22][CH2:23][C:16]4=[CH:15][C:14]=3[C:13]=2[C:24]([O:26][CH3:27])=[O:25])(=[O:9])=[O:8])[CH:6]=[CH:5][CH:4]=[CH:3][CH:2]=1. Given the reactants [C:1]1([S:7](Cl)(=[O:9])=[O:8])[CH:6]=[CH:5][CH:4]=[CH:3][CH:2]=1.[NH2:11][C:12]1[CH:20]=[CH:19][C:18]2[N:17]3[CH2:21][CH2:22][CH2:23][C:16]3=[CH:15][C:14]=2[C:13]=1[C:24]([O:26][CH3:27])=[O:25], predict the reaction product. (6) The product is: [Cl:37][C:31]1[CH:30]=[C:29]2[C:34]([CH:35]=[CH:36][C:27](/[CH:26]=[CH:25]/[C:21]3[CH:20]=[C:19]([C:12]([O:16][CH2:17][CH3:18])([O:13][CH2:14][CH3:15])[CH2:11][CH2:10][C:5]4[CH:6]=[CH:7][CH:8]=[CH:9][C:4]=4[C:3]([OH:38])=[O:2])[CH:24]=[CH:23][CH:22]=3)=[N:28]2)=[CH:33][CH:32]=1. Given the reactants C[O:2][C:3](=[O:38])[C:4]1[CH:9]=[CH:8][CH:7]=[CH:6][C:5]=1[CH2:10][CH2:11][C:12]([C:19]1[CH:24]=[CH:23][CH:22]=[C:21](/[CH:25]=[CH:26]/[C:27]2[CH:36]=[CH:35][C:34]3[C:29](=[CH:30][C:31]([Cl:37])=[CH:32][CH:33]=3)[N:28]=2)[CH:20]=1)([O:16][CH2:17][CH3:18])[O:13][CH2:14][CH3:15].[OH-].[Na+], predict the reaction product. (7) The product is: [CH2:1]([N:8]([CH2:19][C:20]1[CH:21]=[CH:22][C:23]([C:24]([NH:26][CH2:27][CH:28]2[CH2:32][CH2:33]2)=[O:25])=[CH:35][CH:36]=1)[S:9]([C:12]1[CH:17]=[CH:16][C:15]([Cl:18])=[CH:14][CH:13]=1)(=[O:10])=[O:11])[C:2]1[CH:3]=[CH:4][CH:5]=[CH:6][CH:7]=1. Given the reactants [CH2:1]([N:8]([CH2:19][C:20]1[CH:36]=[CH:35][C:23]([C:24]([NH:26][CH2:27][C:28]2[CH:33]=[CH:32]C=C(Cl)C=2)=[O:25])=[CH:22][CH:21]=1)[S:9]([C:12]1[CH:17]=[CH:16][C:15]([Cl:18])=[CH:14][CH:13]=1)(=[O:11])=[O:10])[C:2]1[CH:7]=[CH:6][CH:5]=[CH:4][CH:3]=1.NCC1CC1, predict the reaction product. (8) The product is: [Cl:1][C:2]1[CH:7]=[C:6]([CH3:8])[CH:5]=[CH:4][C:3]=1[C:9]1[NH:18][C:17](=[O:19])[C:16]2[C:11](=[C:12]([CH3:20])[CH:13]=[CH:14][CH:15]=2)[N:10]=1. Given the reactants [Cl:1][C:2]1[CH:7]=[C:6]([CH3:8])[CH:5]=[CH:4][C:3]=1[CH:9]1[NH:18][C:17](=[O:19])[C:16]2[C:11](=[C:12]([CH3:20])[CH:13]=[CH:14][CH:15]=2)[NH:10]1.ClC1C(=O)C(C#N)=C(C#N)C(=O)C=1Cl, predict the reaction product. (9) Given the reactants [H-].[Na+].[Br:3][C:4]1[CH:5]=[CH:6][C:7]([CH:10]2[CH2:14][CH2:13][N:12]([CH3:15])[C:11]2=[O:16])=[N:8][CH:9]=1.[CH3:17]I.O, predict the reaction product. The product is: [Br:3][C:4]1[CH:5]=[CH:6][C:7]([C:10]2([CH3:17])[CH2:14][CH2:13][N:12]([CH3:15])[C:11]2=[O:16])=[N:8][CH:9]=1.